From a dataset of Reaction yield outcomes from USPTO patents with 853,638 reactions. Predict the reaction yield, written as a fraction of the theoretical maximum amount of product (1.0 means a 100% yield; for example, 0.34 means a 34% yield). (1) The reactants are [N+:1]([C:4]1[CH:5]=[N:6][N:7]([CH2:9][CH2:10][CH2:11][OH:12])[CH:8]=1)([O-])=O. The catalyst is CO.[Pd]. The product is [NH2:1][C:4]1[CH:5]=[N:6][N:7]([CH2:9][CH2:10][CH2:11][OH:12])[CH:8]=1. The yield is 1.00. (2) The reactants are I[C:2]1[CH:3]=[CH:4][C:5]2[N:6]([CH:8]=[C:9]([NH:11][C:12]([CH:14]3[CH2:16][CH2:15]3)=[O:13])[N:10]=2)[N:7]=1.[NH2:17][C:18]1[CH:19]=[CH:20][C:21]([Cl:25])=[C:22]([OH:24])[CH:23]=1.C(=O)([O-])[O-].[K+].[K+]. The catalyst is CN(C)C=O. The product is [NH2:17][C:18]1[CH:19]=[CH:20][C:21]([Cl:25])=[C:22]([CH:23]=1)[O:24][C:2]1[CH:3]=[CH:4][C:5]2[N:6]([CH:8]=[C:9]([NH:11][C:12]([CH:14]3[CH2:16][CH2:15]3)=[O:13])[N:10]=2)[N:7]=1. The yield is 0.270. (3) The reactants are [C:1]([C:4]1[CH:19]=[CH:18][C:7]([C:8]([NH:10][C:11]2[CH:16]=[CH:15][C:14]([Cl:17])=[CH:13][N:12]=2)=[O:9])=[C:6]([NH:20][CH2:21][CH:22]2[CH2:27][CH2:26][N:25]([C:28]([O:30][C:31]([CH3:34])([CH3:33])[CH3:32])=[O:29])[CH2:24][CH2:23]2)[CH:5]=1)(O)=[O:2].ClC(OCC)=O.CN1CCOCC1.[BH4-].[Na+]. No catalyst specified. The product is [Cl:17][C:14]1[CH:15]=[CH:16][C:11]([NH:10][C:8](=[O:9])[C:7]2[CH:18]=[CH:19][C:4]([CH2:1][OH:2])=[CH:5][C:6]=2[NH:20][CH2:21][CH:22]2[CH2:27][CH2:26][N:25]([C:28]([O:30][C:31]([CH3:33])([CH3:32])[CH3:34])=[O:29])[CH2:24][CH2:23]2)=[N:12][CH:13]=1. The yield is 0.750. (4) The reactants are [NH2:1][CH2:2][CH2:3][CH2:4][OH:5].[CH:6]([S:8]([CH:11]=[CH2:12])(=[O:10])=[O:9])=[CH2:7]. No catalyst specified. The product is [O:9]=[S:8]1(=[O:10])[CH2:11][CH2:12][N:1]([CH2:2][CH2:3][CH2:4][OH:5])[CH2:7][CH2:6]1. The yield is 0.900. (5) The reactants are [C:1]([C:3]1[CH:10]=[CH:9][C:6]([C:7]#[N:8])=[CH:5][CH:4]=1)#[CH:2].I[C:12]1[CH:19]=[CH:18][C:15]([CH:16]=[O:17])=[CH:14][CH:13]=1.C(N(CC)CC)C. The catalyst is C1COCC1.Cl[Pd](Cl)([P](C1C=CC=CC=1)(C1C=CC=CC=1)C1C=CC=CC=1)[P](C1C=CC=CC=1)(C1C=CC=CC=1)C1C=CC=CC=1.[Cu]I. The product is [CH:16]([C:15]1[CH:18]=[CH:19][C:12]([C:2]#[C:1][C:3]2[CH:10]=[CH:9][C:6]([C:7]#[N:8])=[CH:5][CH:4]=2)=[CH:13][CH:14]=1)=[O:17]. The yield is 0.900.